This data is from Reaction yield outcomes from USPTO patents with 853,638 reactions. The task is: Predict the reaction yield, written as a fraction of the theoretical maximum amount of product (1.0 means a 100% yield; for example, 0.34 means a 34% yield). (1) The reactants are C([N:4]1[C:12]([C:13]2[S:14][CH:15]=[CH:16][CH:17]=2)=[N:11][C:10]2[C:9](=[O:18])[N:8]([CH2:19][CH2:20][CH3:21])[CH:7]=[N:6][C:5]1=2)C=C. The catalyst is C1C=CC(P(C2C=CC=CC=2)C2C=CC=CC=2)=CC=1.C1C=CC(P(C2C=CC=CC=2)C2C=CC=CC=2)=CC=1.C1C=CC(P(C2C=CC=CC=2)C2C=CC=CC=2)=CC=1.[Cl-].[Rh].C(#N)C.O. The product is [CH2:19]([N:8]1[C:9](=[O:18])[C:10]2[NH:11][C:12]([C:13]3[S:14][CH:15]=[CH:16][CH:17]=3)=[N:4][C:5]=2[N:6]=[CH:7]1)[CH2:20][CH3:21]. The yield is 0.100. (2) The reactants are [CH3:1][O:2][C:3]1[CH:4]=[C:5]2[C:10](=[CH:11][C:12]=1[O:13][CH3:14])[N:9]=[CH:8][CH:7]=[C:6]2[O:15][C:16]1[CH:22]=[CH:21][C:19]([NH2:20])=[CH:18][CH:17]=1.Cl[C:24](Cl)([O:26][C:27](=[O:33])OC(Cl)(Cl)Cl)Cl.[CH3:35][N:36]1[CH2:41][CH2:40]C(O)[CH2:38][CH2:37]1.C(=O)(O)[O-].[Na+]. The catalyst is C(Cl)Cl.C(N(CC)CC)C.C1(C)C=CC=CC=1. The product is [CH3:1][O:2][C:3]1[CH:4]=[C:5]2[C:10](=[CH:11][C:12]=1[O:13][CH3:14])[N:9]=[CH:8][CH:7]=[C:6]2[O:15][C:16]1[CH:22]=[CH:21][C:19]([NH:20][C:27](=[O:33])[O:26][CH:24]2[CH2:40][CH2:41][N:36]([CH3:35])[CH2:37][CH2:38]2)=[CH:18][CH:17]=1. The yield is 0.470. (3) The reactants are [NH2:1][CH2:2][CH2:3][O:4][C:5]1[CH:14]=[C:13]([C:15]([O:17][CH3:18])=[O:16])[CH:12]=[CH:11][C:6]=1[C:7](OC)=[O:8].CCN(CC)CC. The catalyst is C1(C)C=CC=CC=1. The product is [O:8]=[C:7]1[C:6]2[CH:11]=[CH:12][C:13]([C:15]([O:17][CH3:18])=[O:16])=[CH:14][C:5]=2[O:4][CH2:3][CH2:2][NH:1]1. The yield is 0.520. (4) The reactants are C([Li])CCC.Br[C:7]1[CH:15]=[C:14]2[C:10]([CH2:11][CH2:12][CH:13]2[CH3:16])=[CH:9][CH:8]=1.C(=O)=O.CC(C)=O.[N:24]([C:33]([O:35][C:36]([CH3:39])([CH3:38])[CH3:37])=[O:34])=[N:25][C:26]([O:28][C:29]([CH3:32])([CH3:31])[CH3:30])=[O:27]. The catalyst is O1CCCC1. The product is [CH3:16][C:13]1[C:14]2[C:10](=[CH:9][CH:8]=[C:7]([N:24]([C:33]([O:35][C:36]([CH3:39])([CH3:38])[CH3:37])=[O:34])[NH:25][C:26]([O:28][C:29]([CH3:30])([CH3:31])[CH3:32])=[O:27])[CH:15]=2)[CH2:11][CH:12]=1. The yield is 0.467.